Dataset: Forward reaction prediction with 1.9M reactions from USPTO patents (1976-2016). Task: Predict the product of the given reaction. (1) Given the reactants [Cl:1][C:2]1[CH:7]=[C:6]([Cl:8])[CH:5]=[CH:4][C:3]=1[C:9]1([OH:38])[C:17]2[C:12](=[CH:13][C:14]([N:22]3[CH:26]=[CH:25][N:24]=[N:23]3)=[CH:15][C:16]=2[C:18]([F:21])([F:20])[F:19])[N:11]([CH2:27][C@H:28]2[CH2:31][C@H:30]([N:32]([CH2:35][CH3:36])[CH2:33][CH3:34])[CH2:29]2)[C:10]1=[O:37].O.Cl, predict the reaction product. The product is: [ClH:1].[Cl:1][C:2]1[CH:7]=[C:6]([Cl:8])[CH:5]=[CH:4][C:3]=1[C:9]1([OH:38])[C:17]2[C:12](=[CH:13][C:14]([N:22]3[CH:26]=[CH:25][N:24]=[N:23]3)=[CH:15][C:16]=2[C:18]([F:20])([F:19])[F:21])[N:11]([CH2:27][C@H:28]2[CH2:29][C@H:30]([N:32]([CH2:33][CH3:34])[CH2:35][CH3:36])[CH2:31]2)[C:10]1=[O:37]. (2) Given the reactants [Br:1][C:2]1[CH:3]=[CH:4][C:5](B2OCCN(C3C=CC=CC=3)CCO2)=[N:6][CH:7]=1.[C:22]([O:26][C:27](=[O:35])[NH:28][C:29]1[CH:33]=[CH:32][S:31][C:30]=1I)([CH3:25])([CH3:24])[CH3:23].C(=O)([O-])[O-].[Na+].[Na+], predict the reaction product. The product is: [C:22]([O:26][C:27](=[O:35])[NH:28][C:29]1[CH:33]=[CH:32][S:31][C:30]=1[C:5]1[CH:4]=[CH:3][C:2]([Br:1])=[CH:7][N:6]=1)([CH3:25])([CH3:23])[CH3:24].